Predict hERG channel inhibition at various concentrations. From a dataset of hERG Central: cardiac toxicity at 1µM, 10µM, and general inhibition. The drug is Ic1ccccc1CN[C@@H]1C2CCN(CC2)[C@@H]1C(c1ccccc1)c1ccccc1.O.O=C(O)C(=O)O. Results: hERG_inhib (hERG inhibition (general)): blocker.